This data is from Reaction yield outcomes from USPTO patents with 853,638 reactions. The task is: Predict the reaction yield, written as a fraction of the theoretical maximum amount of product (1.0 means a 100% yield; for example, 0.34 means a 34% yield). (1) The reactants are [Cl:1][C:2]1[C:10]([C:11]2[C:12]([CH3:18])=[N:13][N:14]([CH3:17])[C:15]=2[CH3:16])=[C:9]2[C:5]([C:6]([CH2:20][CH2:21][CH2:22][O:23][C:24]3[CH:29]=[C:28]([CH3:30])[C:27]([Cl:31])=[C:26]([CH3:32])[CH:25]=3)=[C:7]([CH3:19])[NH:8]2)=[CH:4][CH:3]=1.C([O-])([O-])=O.[Cs+].[Cs+].I[CH2:40][C:41]([O:43][CH2:44][CH3:45])=[O:42]. The catalyst is CN(C=O)C. The product is [Cl:1][C:2]1[C:10]([C:11]2[C:12]([CH3:18])=[N:13][N:14]([CH3:17])[C:15]=2[CH3:16])=[C:9]2[C:5]([C:6]([CH2:20][CH2:21][CH2:22][O:23][C:24]3[CH:25]=[C:26]([CH3:32])[C:27]([Cl:31])=[C:28]([CH3:30])[CH:29]=3)=[C:7]([CH3:19])[N:8]2[CH2:40][C:41]([O:43][CH2:44][CH3:45])=[O:42])=[CH:4][CH:3]=1. The yield is 0.630. (2) The reactants are [C:1]([C:3]1[CH:8]=[CH:7][C:6]([NH:9][C:10]2[N:11]=[C:12]([O:20][C:21]3[C:28]([CH3:29])=[CH:27][C:24]([C:25]#[N:26])=[CH:23][C:22]=3[CH3:30])[C:13]3[N:18]([CH3:19])[CH:17]=[CH:16][C:14]=3[N:15]=2)=[CH:5][CH:4]=1)#[N:2].C1C(=O)N([Br:38])C(=O)C1. The catalyst is C(Cl)Cl. The product is [Br:38][C:16]1[C:14]2[N:15]=[C:10]([NH:9][C:6]3[CH:7]=[CH:8][C:3]([C:1]#[N:2])=[CH:4][CH:5]=3)[N:11]=[C:12]([O:20][C:21]3[C:22]([CH3:30])=[CH:23][C:24]([C:25]#[N:26])=[CH:27][C:28]=3[CH3:29])[C:13]=2[N:18]([CH3:19])[CH:17]=1. The yield is 0.570. (3) The reactants are C([O-])([O-])=O.[Cs+].[Cs+].[CH3:7][C:8]1[C:16]2[C:11](=[CH:12][CH:13]=[CH:14][CH:15]=2)[NH:10][N:9]=1.F[C:18]1[CH:25]=[CH:24][CH:23]=[CH:22][C:19]=1[C:20]#[N:21]. The catalyst is CN(C=O)C.[NH4+].[Cl-]. The product is [CH3:7][C:8]1[C:16]2[C:11](=[CH:12][CH:13]=[CH:14][CH:15]=2)[N:10]([C:18]2[CH:25]=[CH:24][CH:23]=[CH:22][C:19]=2[C:20]#[N:21])[N:9]=1. The yield is 0.890.